This data is from Experimentally validated miRNA-target interactions with 360,000+ pairs, plus equal number of negative samples. The task is: Binary Classification. Given a miRNA mature sequence and a target amino acid sequence, predict their likelihood of interaction. The miRNA is mmu-miR-541-5p with sequence AAGGGAUUCUGAUGUUGGUCACACU. The protein sequence of the target gene is MTSRRWFHPNITGVEAENLLLTRGVDGSFLARPSKSNPGDFTLSVRRNGAVTHIKIQNTGDYYDLYGGEKFATLAELVQYYMEHHGQLKEKNGDVIELKYPLNCADPTSERWFHGHLSGKEAEKLLTEKGKHGSFLVRESQSHPGDFVLSVRTGDDKGESNDGKSKVTHVMIRCQELKYDVGGGERFDSLTDLVEHYKKNPMVETLGTVLQLKQPLNTTRINAAEIESRVRELSKLAETTDKVKQGFWEEFETLQQQECKLLYSRKEGQRQENKNKNRYKNILPFDHTRVVLHDGDPNEP.... Result: 1 (interaction).